Dataset: NCI-60 drug combinations with 297,098 pairs across 59 cell lines. Task: Regression. Given two drug SMILES strings and cell line genomic features, predict the synergy score measuring deviation from expected non-interaction effect. Drug 1: COC1=C2C(=CC3=C1OC=C3)C=CC(=O)O2. Drug 2: C1CN(P(=O)(OC1)NCCCl)CCCl. Cell line: HOP-62. Synergy scores: CSS=24.2, Synergy_ZIP=0.308, Synergy_Bliss=7.52, Synergy_Loewe=-26.7, Synergy_HSA=7.94.